From a dataset of Peptide-MHC class I binding affinity with 185,985 pairs from IEDB/IMGT. Regression. Given a peptide amino acid sequence and an MHC pseudo amino acid sequence, predict their binding affinity value. This is MHC class I binding data. The peptide sequence is VRDVVMPAL. The MHC is HLA-A01:01 with pseudo-sequence HLA-A01:01. The binding affinity (normalized) is 0.0847.